From a dataset of Catalyst prediction with 721,799 reactions and 888 catalyst types from USPTO. Predict which catalyst facilitates the given reaction. (1) Reactant: [C:1]([N:8]1[CH2:13][CH2:12][CH2:11][C:10](=[O:14])[CH2:9]1)([O:3][C:4]([CH3:7])([CH3:6])[CH3:5])=[O:2].[Br:15][C:16]1[CH:17]=[CH:18][C:19](O)=[C:20]([CH:24]=1)[C:21]([NH2:23])=[O:22].N1CCCC1. Product: [C:4]([O:3][C:1]([N:8]1[CH2:13][CH2:12][CH2:11][C:10]2([NH:23][C:21](=[O:22])[C:20]3[CH:24]=[C:16]([Br:15])[CH:17]=[CH:18][C:19]=3[O:14]2)[CH2:9]1)=[O:2])([CH3:7])([CH3:6])[CH3:5]. The catalyst class is: 5. (2) Reactant: C(O[CH2:9][C:10]1[C:11](=[O:25])[NH:12][C:13](=[O:24])[N:14]([CH:23]=1)[C@@H:15]1[O:22][C@H:19]([CH2:20][OH:21])[C@@H:17]([OH:18])[CH2:16]1)C1C=CC=CC=1. Product: [C@@H:15]1([N:14]2[CH:23]=[C:10]([CH3:9])[C:11](=[O:25])[NH:12][C:13]2=[O:24])[O:22][C@H:19]([CH2:20][OH:21])[C@@H:17]([OH:18])[CH2:16]1. The catalyst class is: 29. (3) Reactant: [Cl:1][C:2]1[C:3]([N:15]2[CH2:20][CH2:19][CH:18]([C:21]([OH:23])=O)[CH2:17][CH2:16]2)=[N:4][CH:5]=[C:6]([C:8]2[O:9][C:10]([CH2:13][CH3:14])=[CH:11][N:12]=2)[CH:7]=1.CCN=C=NCCCN(C)C.C1C=CC2N(O)N=NC=2C=1.[Cl:45][C:46]1[S:50][C:49]([S:51]([NH2:54])(=[O:53])=[O:52])=[CH:48][CH:47]=1.CCN(C(C)C)C(C)C. Product: [Cl:1][C:2]1[C:3]([N:15]2[CH2:20][CH2:19][CH:18]([C:21]([NH:54][S:51]([C:49]3[S:50][C:46]([Cl:45])=[CH:47][CH:48]=3)(=[O:53])=[O:52])=[O:23])[CH2:17][CH2:16]2)=[N:4][CH:5]=[C:6]([C:8]2[O:9][C:10]([CH2:13][CH3:14])=[CH:11][N:12]=2)[CH:7]=1. The catalyst class is: 2. (4) Reactant: [Cl:1][C:2]1[CH:7]=[C:6]([O:8][C:9]([F:12])([F:11])[F:10])[CH:5]=[CH:4][C:3]=1[OH:13].[Cl:14]N1C(=O)CCC1=O. Product: [Cl:1][C:2]1[CH:7]=[C:6]([O:8][C:9]([F:11])([F:12])[F:10])[CH:5]=[C:4]([Cl:14])[C:3]=1[OH:13]. The catalyst class is: 159.